The task is: Regression. Given a target protein amino acid sequence and a drug SMILES string, predict the binding affinity score between them. We predict pKd (pKd = -log10(Kd in M); higher means stronger binding). Dataset: bindingdb_kd.. This data is from Drug-target binding data from BindingDB using Kd measurements. (1) The compound is CC[C@H](C)[C@H](NC(=O)[C@H](CC(C)C)NC(=O)[C@H](CO)NC(=O)[C@H](Cc1cnc[nH]1)NC(=O)[C@@H](NC(=O)[C@H](CC(C)C)NC(=O)[C@H](CO)NC(=O)[C@@H](NC(=O)[C@@H](N)Cc1ccc(O)cc1)[C@@H](C)O)[C@@H](C)CC)C(=O)N[C@@H](CCC(=O)O)C(=O)N[C@@H](CCC(=O)O)C(=O)N[C@@H](CO)C(=O)N[C@@H](CCC(N)=O)C(=O)N[C@@H](CC(N)=O)C(=O)N[C@@H](CCC(N)=O)C(=O)N[C@@H](CCC(N)=O)C(=O)N[C@@H](CCC(=O)O)C(=O)N[C@@H](CCCCN)C(=O)N[C@@H](CCC(N)=O)C(=O)N[C@@H](CCC(=O)O)C(=O)N[C@@H](CCCCN)C(=O)N[C@@H](CCC(=O)O)C(=O)N[C@@H](CC(C)C)C(=O)N[C@@H](CCSC)C(=O)N[C@@H](CCC(=O)O)C(=O)N[C@@H](CC(C)C)C(=O)N[C@@H](CCC(=O)O)C(=O)N[C@@H](CCCNC(=N)N)C(=O)N[C@@H](Cc1c[nH]c2ccccc12)C(=O)NCC(=O)N[C@@H](CO)C(=O)N[C@@H](CCSC)C(=O)N[C@@H](CC(C)C)C(=O)N[C@@H](CCCCN)C(=O)N[C@@H](CS)C(=O)N[C@@H](Cc1ccccc1)C(=O)O. The target protein (Q03135) has sequence MSGGKYVDSEGHLYTVPIREQGNIYKPNNKAMADELSEKQVYDAHTKEIDLVNRDPKHLNDDVVKIDFEDVIAEPEGTHSFDGIWKASFTTFTVTKYWFYRLLSALFGIPMALIWGIYFAILSFLHIWAVVPCIKSFLIEIQCISRVYSIYVHTVCDPLFEAVGKIFSNVRINLQKEI. The pKd is 6.8. (2) The compound is COCc1cc(=O)oc2cc3occ(C)c3cc12. The target protein (P16390) has sequence MTVVPGDHLLEPEAAGGGGGDPPQGGCGSGGGGGGCDRYEPLPPALPAAGEQDCCGERVVINISGLRFETQLKTLCQFPETLLGDPKRRMRYFDPLRNEYFFDRNRPSFDAILYYYQSGGRIRRPVNVPIDIFSEEIRFYQLGEEAMEKFREDEGFLREEERPLPRRDFQRQVWLLFEYPESSGPARGIAIVSVLVILISIVIFCLETLPEFRDEKDYPASPSQDVFEAANNSTSGAPSGASSFSDPFFVVETLCIIWFSFELLVRFFACPSKATFSRNIMNLIDIVAIIPYFITLGTELAERQGNGQQAMSLAILRVIRLVRVFRIFKLSRHSKGLQILGQTLKASMRELGLLIFFLFIGVILFSSAVYFAEADDPSSGFNSIPDAFWWAVVTMTTVGYGDMHPVTIGGKIVGSLCAIAGVLTIALPVPVIVSNFNYFYHRETEGEEQAQYMHVGSCQHLSSSAEELRKARSNSTLSKSEYMVIEEGGMNHSAFPQTPF.... The pKd is 4.0. (3) The small molecule is O=C(O)c1cccnc1C(=O)O. The target protein (Q63495) has sequence MPTGTVARAWVLVLALWGAVAGGQNITARIGEPLMLSCKGAPKKPTQKLEWKLNTGRTEAWKVLSPQGDPWDSVARILPNGSLLLPAIGIVDEGTFRCRATNRLGKEVKSNYRVRVYQIPGKPEIVNPASELTANVPNKVGTCVSEGSYPAGTLSWHLDGKPLIPDGKGTVVKEETRRHPETGLFTLRSELTVTPAQGGTTPTYSCSFSLGLPRRRPLNTAPIQPRVREPLPPEGIQLLVEPEGGTVAPGGTVTLTCAISAQPPPQIHWIKDGTPLPLAPSPVLLLPEVGHEDEGIYSCVATHPSHGPQESPPVNIRVTETGDEGQAAGSVDGSGLGTLALALGILGGLGIAALLIGAILWRKRQPRLEERKAPESQEDEEERAELNQSEEAEMPENGAGGP. The pKd is 7.4. (4) The drug is C/C=C/C[C@@H](C)[C@@H](O)[C@H]1C(=O)N[C@@H](CC)C(=O)N(C)[C@H](C)C(=O)N(C)[C@@H]([C@@H](C)CN2CCN(CCOC)CC2)C(=O)N[C@@H](C(C)C)C(=O)N(C)[C@@H](CC(C)C)C(=O)N[C@@H](C)C(=O)N[C@H](C)C(=O)N(C)[C@@H](CC(C)C)C(=O)N(C)[C@@H](CC(C)C)C(=O)N(C)[C@@H](C(C)C)C(=O)N1C. The target protein (P30405) has sequence MLALRCGSRWLGLLSVPRSVPLRLPAARACSKGSGDPSSSSSSGNPLVYLDVDANGKPLGRVVLELKADVVPKTAENFRALCTGEKGFGYKGSTFHRVIPSFMCQAGDFTNHNGTGGKSIYGSRFPDENFTLKHVGPGVLSMANAGPNTNGSQFFICTIKTDWLDGKHVVFGHVKEGMDVVKKIESFGSKSGRTSKKIVITDCGQLS. The pKd is 9.0. (5) The small molecule is CC[C@H](C)[C@H](NC(=O)[C@H](Cc1cnc[nH]1)NC(=O)[C@H](CCSC)NC(=O)[C@H](CCCNC(=N)N)NC(=O)[C@H](CO)NC(=O)CNC(=O)[C@H](Cc1ccccc1)NC(=O)[C@H](CCCCN)NC(=O)[C@H](CO)NC(=O)[C@H](Cc1ccccc1)NC(=O)[C@H](CC(C)C)NC(=O)[C@@H]1CCCN1C(=O)[C@H](CC(C)C)NC(=O)[C@H](Cc1ccccc1)NC(=O)[C@H](CCC(=O)O)NC(=O)[C@H](C)NC(=O)[C@H](Cc1ccccc1)NC(=O)[C@@H](N)C(C)C)C(=O)N[C@@H](CC(C)C)C(=O)N[C@@H](CCCCN)C(=O)O. The target protein sequence is MRKLYCVLLLSAFEFTYMINFGRGQNYWEHPYQNSDVYRPINEHREHPKEYEYPLHQEHTYQQEDSGEDENTLQHAYPIDHEGAEPAPQEQNLFSSIEIVERSNYMGNPWTEYMAKYDIEEVHGSGIRVDLGEDAEVAGTQYRLPSGKCPVFGKGIIIENSNTTFLTPVATGNQYLKDGGFAFPPTEPLMSPMTLDEMRHFYKDNKYVKNLDELTLCSRHAGNMIPDNDKNSNYKYPAVYDDKDKKCHILYIAAQENNGPRYCNKDESKRNSMFCFRPAKDISFQNYTYLSKNVVDNWEKVCPRKNLQNAKFGLWVDGNCEDIPHVNEFPAIDLFECNKLVFELSASDQPKQYEQHLTDYEKIKEGFKNKNASMIKSAFLPTGAFKADRYKSHGKGYNWGNYNTETQKCEIFNVKPTCLINNSSYIATTALSHPIEVENNFPCSLYKDEIMKEIERESKRIKLNDNDDEGNKKIIAPRIFISDDKDSLKCPCDPEMVSNS.... The pKd is 7.6. (6) The compound is O=C(CCCC[C@@H]1SC[C@@H]2NC(=O)N[C@H]12)NCCCCCCOP(=O)(O)O[C@@H]1[C@H](O)[C@H](OP(=O)(O)O)[C@@H](OP(=O)(O)O)[C@H](OP(=O)(O)O)[C@H]1O. The target protein (P51178) has sequence MDSGRDFLTLHGLQDDEDLQALLKGSQLLKVKSSSWRRERFYKLQEDCKTIWQESRKVMRTPESQLFSIEDIQEVRMGHRTEGLEKFARDVPEDRCFSIVFKDQRNTLDLIAPSPADAQHWVLGLHKIIHHSGSMDQRQKLQHWIHSCLRKADKNKDNKMSFKELQNFLKELNIQVDDSYARKIFRECDHSQTDSLEDEEIEAFYKMLTQRVEIDRTFAEAAGSGETLSVDQLVTFLQHQQREEAAGPALALSLIERYEPSETAKAQRQMTKDGFLMYLLSADGSAFSLAHRRVYQDMGQPLSHYLVSSSHNTYLLEDQLAGPSSTEAYIRALCKGCRCLELDCWDGPNQEPIIYHGYTFTSKILFCDVLRAIRDYAFKASPYPVILSLENHCTLEQQRVMARHLHAILGPMLLNRPLDGVTNSLPSPEQLKGKILLKGKKLGGLLPPGGEGGPEATVVSDEDEAAEMEDEAVRSRVQHKPKEDKLRLAQELSDMVIYCK.... The pKd is 6.6.